Dataset: Forward reaction prediction with 1.9M reactions from USPTO patents (1976-2016). Task: Predict the product of the given reaction. (1) Given the reactants Cl.[Cl:2][C:3]1[CH:4]=[CH:5][C:6]2[CH2:12][CH2:11][C:10]3[CH:13]=[CH:14][CH:15]=[CH:16][C:9]=3[N:8]([CH2:17][CH2:18][CH2:19][NH2:20])[C:7]=2[CH:21]=1.CCN(CC)CC.[Cl:29][C:30]1[CH:35]=[C:34]([Cl:36])[CH:33]=[CH:32][C:31]=1[S:37](Cl)(=[O:39])=[O:38], predict the reaction product. The product is: [Cl:29][C:30]1[CH:35]=[C:34]([Cl:36])[CH:33]=[CH:32][C:31]=1[S:37]([NH:20][CH2:19][CH2:18][CH2:17][N:8]1[C:9]2[CH:16]=[CH:15][CH:14]=[CH:13][C:10]=2[CH2:11][CH2:12][C:6]2[CH:5]=[CH:4][C:3]([Cl:2])=[CH:21][C:7]1=2)(=[O:39])=[O:38]. (2) Given the reactants [CH2:1]1[CH:5]2[CH2:6][NH:7][CH2:8][CH:4]2[CH2:3][O:2]1.C([O-])([O-])=O.[K+].[K+].[Cl:15][CH2:16][CH2:17][CH2:18]Br, predict the reaction product. The product is: [Cl:15][CH2:16][CH2:17][CH2:18][N:7]1[CH2:6][CH:5]2[CH2:1][O:2][CH2:3][CH:4]2[CH2:8]1. (3) The product is: [F:2][C:3]1[CH:10]=[CH:9][C:6]([CH2:7][NH:8][C:19]([C:16]2([C:15]([F:23])([F:22])[F:14])[CH2:18][CH2:17]2)=[O:20])=[CH:5][C:4]=1[N+:11]([O-:13])=[O:12]. Given the reactants Cl.[F:2][C:3]1[CH:10]=[CH:9][C:6]([CH2:7][NH2:8])=[CH:5][C:4]=1[N+:11]([O-:13])=[O:12].[F:14][C:15]([F:23])([F:22])[C:16]1([C:19](O)=[O:20])[CH2:18][CH2:17]1.CN(C(ON1N=NC2C=CC=CC1=2)=[N+](C)C)C.F[P-](F)(F)(F)(F)F, predict the reaction product.